This data is from Blood-brain barrier permeability classification from the B3DB database. The task is: Regression/Classification. Given a drug SMILES string, predict its absorption, distribution, metabolism, or excretion properties. Task type varies by dataset: regression for continuous measurements (e.g., permeability, clearance, half-life) or binary classification for categorical outcomes (e.g., BBB penetration, CYP inhibition). Dataset: b3db_classification. (1) The drug is COC(=O)C1C2CC3c4[nH]c5cc(OC)ccc5c4CCN3CC2CC(OC(=O)C=Cc2cc(OC)c(OC)c(OC)c2)C1OC. The result is 0 (does not penetrate BBB). (2) The compound is O=c1[nH]c(C2=CC(N3CCC(c4ccccc4)CC3)CC2)nc2c(Cl)cccc12. The result is 1 (penetrates BBB).